Dataset: Forward reaction prediction with 1.9M reactions from USPTO patents (1976-2016). Task: Predict the product of the given reaction. (1) Given the reactants [CH2:1]([CH:8]1[CH2:13][CH2:12][O:11][C:9]1=[O:10])[C:2]1[CH:7]=[CH:6][CH:5]=[CH:4]C=1.[H][H].[CH:16](O)(C)C, predict the reaction product. The product is: [CH:1]1([C:8]2([CH3:16])[CH2:13][CH2:12][O:11][C:9]2=[O:10])[CH2:2][CH2:7][CH2:6][CH2:5][CH2:4]1. (2) The product is: [CH2:22]([N:21]([CH3:20])[C:15](=[O:17])[C:14]([C:11]1[CH:10]=[CH:9][C:8]([S:5](/[CH:4]=[CH:3]/[C:1]#[N:2])(=[O:6])=[O:7])=[CH:13][CH:12]=1)([CH3:19])[CH3:18])[C:23]1[CH:28]=[CH:27][CH:26]=[CH:25][CH:24]=1. Given the reactants [C:1](/[CH:3]=[CH:4]/[S:5]([C:8]1[CH:13]=[CH:12][C:11]([C:14]([CH3:19])([CH3:18])[C:15]([OH:17])=O)=[CH:10][CH:9]=1)(=[O:7])=[O:6])#[N:2].[CH3:20][NH:21][CH2:22][C:23]1[CH:28]=[CH:27][CH:26]=[CH:25][CH:24]=1.Cl.CN(C)CCCN=C=NCC.ON1C2C=CC=CC=2N=N1, predict the reaction product. (3) Given the reactants [CH2:1]([N:8]1[CH2:13][CH2:12][N:11]([CH2:14][C:15]2[CH:20]=[CH:19][CH:18]=[CH:17][CH:16]=2)[CH2:10][CH:9]1[CH2:21]Cl)[C:2]1[CH:7]=[CH:6][CH:5]=[CH:4][CH:3]=1.[N-:23]=[N+:24]=[N-:25].[Na+], predict the reaction product. The product is: [N:23]([CH2:21][CH:9]1[CH2:10][N:11]([CH2:14][C:15]2[CH:20]=[CH:19][CH:18]=[CH:17][CH:16]=2)[CH2:12][CH2:13][N:8]1[CH2:1][C:2]1[CH:7]=[CH:6][CH:5]=[CH:4][CH:3]=1)=[N+:24]=[N-:25]. (4) Given the reactants [CH3:1][N:2]1[C:10]2[C:9]([O:11][C:12]3[CH:18]=[CH:17][C:15]([NH2:16])=[CH:14][CH:13]=3)=[N:8][CH:7]=[N:6][C:5]=2[CH:4]=[CH:3]1.[Cl:19][C:20]1[CH:26]=[CH:25][C:23]([NH2:24])=[CH:22][CH:21]=1.CN(C)[CH:29]=[O:30], predict the reaction product. The product is: [Cl:19][C:20]1[CH:26]=[CH:25][C:23]([NH:24][C:29]([NH:16][C:15]2[CH:17]=[CH:18][C:12]([O:11][C:9]3[C:10]4[N:2]([CH3:1])[CH:3]=[CH:4][C:5]=4[N:6]=[CH:7][N:8]=3)=[CH:13][CH:14]=2)=[O:30])=[CH:22][CH:21]=1. (5) The product is: [CH3:1][CH2:2][C@@:3]1([OH:26])[C:8](=[O:9])[O:7][CH2:6][C:5]2[C:10]([N:12]3[C:24](=[CH:25][C:4]1=2)[CH:23]1[CH:14]([CH2:15][C:16]2[C:21]([NH:22]1)=[CH:20][CH:19]=[CH:18][CH:17]=2)[CH2:13]3)=[O:11]. Given the reactants [CH3:1][CH2:2][C@@:3]1([OH:26])[C:8](=[O:9])[O:7][CH2:6][C:5]2[C:10]([N:12]3[C:24](=[CH:25][C:4]1=2)[C:23]1[N:22]=[C:21]2[C:16]([CH:17]=[CH:18][CH:19]=[CH:20]2)=[CH:15][C:14]=1[CH2:13]3)=[O:11].[H][H].CCCCCCC, predict the reaction product. (6) Given the reactants [H-].[Na+].[C:3]([O:11][CH2:12][CH3:13])(=[O:10])[CH2:4][C:5]([O:7][CH2:8][CH3:9])=[O:6].Br[CH2:15][CH:16]([CH2:25]Cl)[O:17][CH2:18][C:19]1[CH:24]=[CH:23][CH:22]=[CH:21][CH:20]=1, predict the reaction product. The product is: [CH2:18]([O:17][CH:16]1[CH2:25][C:4]([C:5]([O:7][CH2:8][CH3:9])=[O:6])([C:3]([O:11][CH2:12][CH3:13])=[O:10])[CH2:15]1)[C:19]1[CH:24]=[CH:23][CH:22]=[CH:21][CH:20]=1. (7) The product is: [F:1][C:2]1[CH:3]=[C:4]([CH:12]=[CH:13][CH:14]=1)[O:5][CH2:6][C:7]([OH:9])=[O:8]. Given the reactants [F:1][C:2]1[CH:3]=[C:4]([CH:12]=[CH:13][CH:14]=1)[O:5][CH2:6][C:7]([O:9]CC)=[O:8].CO.O.O.[OH-].[Li+], predict the reaction product.